Task: Regression. Given a peptide amino acid sequence and an MHC pseudo amino acid sequence, predict their binding affinity value. This is MHC class II binding data.. Dataset: Peptide-MHC class II binding affinity with 134,281 pairs from IEDB (1) The peptide sequence is GAVFLGFLGAAGSTMG. The MHC is HLA-DQA10102-DQB10602 with pseudo-sequence HLA-DQA10102-DQB10602. The binding affinity (normalized) is 0.383. (2) The peptide sequence is SQDLELSWNLNGLQAR. The MHC is DRB1_0401 with pseudo-sequence DRB1_0401. The binding affinity (normalized) is 0.590. (3) The peptide sequence is SQDLELSWQLNGLQAY. The MHC is DRB1_0802 with pseudo-sequence DRB1_0802. The binding affinity (normalized) is 0.326. (4) The binding affinity (normalized) is 0.418. The MHC is HLA-DPA10201-DPB10501 with pseudo-sequence HLA-DPA10201-DPB10501. The peptide sequence is EKKYQAATQFEPLAA. (5) The peptide sequence is KDGRRIVVPCREQDE. The MHC is HLA-DQA10201-DQB10303 with pseudo-sequence HLA-DQA10201-DQB10303. The binding affinity (normalized) is 0.247.